Task: Predict the product of the given reaction.. Dataset: Forward reaction prediction with 1.9M reactions from USPTO patents (1976-2016) (1) Given the reactants [H-].[Na+].[CH3:3][O:4][CH2:5][CH2:6][OH:7].[F:8][C:9]1([F:31])[CH2:14][CH2:13][CH:12]([CH2:15][NH:16][C:17]([C:19]2[C:20]3[CH:21]=[CH:22][C:23](Cl)=[N:24][C:25]=3[CH:26]=[CH:27][C:28]=2[Cl:29])=[O:18])[CH2:11][CH2:10]1, predict the reaction product. The product is: [F:8][C:9]1([F:31])[CH2:14][CH2:13][CH:12]([CH2:15][NH:16][C:17]([C:19]2[C:20]3[CH:21]=[CH:22][C:23]([O:7][CH2:6][CH2:5][O:4][CH3:3])=[N:24][C:25]=3[CH:26]=[CH:27][C:28]=2[Cl:29])=[O:18])[CH2:11][CH2:10]1. (2) The product is: [Cl:3][C:4]1[CH:5]=[C:6]([NH:10][C:11]2[N:16]=[C:15]([C:17]3[CH:22]=[CH:21][N:20]=[C:19]([CH:23]([OH:25])[CH3:24])[CH:18]=3)[CH:14]=[CH:13][N:12]=2)[CH:7]=[CH:8][CH:9]=1. Given the reactants [BH4-].[Na+].[Cl:3][C:4]1[CH:5]=[C:6]([NH:10][C:11]2[N:16]=[C:15]([C:17]3[CH:22]=[CH:21][N:20]=[C:19]([C:23](=[O:25])[CH3:24])[CH:18]=3)[CH:14]=[CH:13][N:12]=2)[CH:7]=[CH:8][CH:9]=1.ClC1C=C(NC2N=C(C3C=CN=C(C#N)C=3)C=CN=2)C=CC=1.Cl, predict the reaction product.